This data is from Forward reaction prediction with 1.9M reactions from USPTO patents (1976-2016). The task is: Predict the product of the given reaction. Given the reactants [CH:1]1([N:6]2[CH2:12][CH:11]([CH2:13][CH2:14][OH:15])[C:10](=[O:16])[N:9]([CH3:17])[C:8]3[CH:18]=[N:19][C:20]([NH:22][C:23]4[CH:31]=[CH:30][C:26]([C:27](O)=[O:28])=[CH:25][C:24]=4[O:32][CH3:33])=[N:21][C:7]2=3)[CH2:5][CH2:4][CH2:3][CH2:2]1.F[P-](F)(F)(F)(F)F.CN(C(N(C)C)=[N+]1C2C(=NC=CC=2)[N+]([O-])=N1)C.[NH2:58][CH:59]1[CH2:64][CH2:63][N:62]([CH3:65])[CH2:61][CH2:60]1.C(N(CC)CC)C, predict the reaction product. The product is: [CH:1]1([N:6]2[CH2:12][CH:11]([CH2:13][CH2:14][OH:15])[C:10](=[O:16])[N:9]([CH3:17])[C:8]3[CH:18]=[N:19][C:20]([NH:22][C:23]4[CH:31]=[CH:30][C:26]([C:27]([NH:58][CH:59]5[CH2:64][CH2:63][N:62]([CH3:65])[CH2:61][CH2:60]5)=[O:28])=[CH:25][C:24]=4[O:32][CH3:33])=[N:21][C:7]2=3)[CH2:5][CH2:4][CH2:3][CH2:2]1.